From a dataset of Full USPTO retrosynthesis dataset with 1.9M reactions from patents (1976-2016). Predict the reactants needed to synthesize the given product. (1) Given the product [CH:15]1([N:14]2[C:8]3[N:9]=[C:10]([NH:32][C:29]4[CH:30]=[CH:31][C:26]([C:25]([OH:33])=[O:24])=[CH:27][N:28]=4)[N:11]=[CH:12][C:7]=3[CH:6]=[C:5]2[C:3](=[O:4])[N:2]([CH3:22])[CH3:1])[CH2:21][CH2:20][CH2:19][CH2:18][CH2:17][CH2:16]1, predict the reactants needed to synthesize it. The reactants are: [CH3:1][N:2]([CH3:22])[C:3]([C:5]1[N:14]([CH:15]2[CH2:21][CH2:20][CH2:19][CH2:18][CH2:17][CH2:16]2)[C:8]2[N:9]=[C:10](Cl)[N:11]=[CH:12][C:7]=2[CH:6]=1)=[O:4].C[O:24][C:25](=[O:33])[C:26]1[CH:31]=[CH:30][C:29]([NH2:32])=[N:28][CH:27]=1.C([O-])([O-])=O.[Cs+].[Cs+].C1C=CC(P(C2C(C3C(P(C4C=CC=CC=4)C4C=CC=CC=4)=CC=C4C=3C=CC=C4)=C3C(C=CC=C3)=CC=2)C2C=CC=CC=2)=CC=1. (2) The reactants are: CC(O[C:5]([CH3:7])=[O:6])=O.[F:8][C:9]([F:25])([F:24])[C:10]([N:12]1[CH2:18][CH2:17][C:16]2[CH:19]=[C:20]([NH2:23])[CH:21]=[CH:22][C:15]=2[CH2:14][CH2:13]1)=[O:11]. Given the product [F:25][C:9]([F:8])([F:24])[C:10]([N:12]1[CH2:18][CH2:17][C:16]2[CH:19]=[C:20]([NH:23][C:5](=[O:6])[CH3:7])[CH:21]=[CH:22][C:15]=2[CH2:14][CH2:13]1)=[O:11], predict the reactants needed to synthesize it. (3) Given the product [ClH:1].[Cl:1][C:2]1[CH:15]=[C:14]([CH2:16][N:17]2[CH2:21][CH2:20][CH2:19][CH2:18]2)[C:13]([Cl:22])=[CH:12][C:3]=1[O:4][C@H:5]1[CH2:6][C@H:7]([CH2:9][N:10]([CH3:11])[C:36]([C:35]2[C:31]([CH3:30])=[N:32][O:33][C:34]=2[CH3:39])=[O:37])[CH2:8]1, predict the reactants needed to synthesize it. The reactants are: [Cl:1][C:2]1[CH:15]=[C:14]([CH2:16][N:17]2[CH2:21][CH2:20][CH2:19][CH2:18]2)[C:13]([Cl:22])=[CH:12][C:3]=1[O:4][C@H:5]1[CH2:8][C@H:7]([CH2:9][NH:10][CH3:11])[CH2:6]1.C(N(CC)CC)C.[CH3:30][C:31]1[C:35]([C:36](Cl)=[O:37])=[C:34]([CH3:39])[O:33][N:32]=1.C([O-])([O-])=O.[K+].[K+]. (4) Given the product [Cl-:59].[CH2:28]([S:27][CH2:26][C@H:24]([NH2+:25][CH2:21][CH:18]([CH3:20])[CH3:19])[CH2:23][Cl:59])[C:29]1[CH:34]=[CH:33][CH:32]=[CH:31][CH:30]=1, predict the reactants needed to synthesize it. The reactants are: C(SC[C@@H](N)CO)C1C=CC=CC=1.OCCN.[CH:18]([CH:21]1[NH:25][C@H:24]([CH2:26][S:27][CH2:28][C:29]2[CH:34]=[CH:33][CH:32]=[CH:31][CH:30]=2)[CH2:23]O1)([CH3:20])[CH3:19].O1CCNC1.C(SC[C@@H](NCC(C)C)CO)C1C=CC=CC=1.O=S(Cl)[Cl:59]. (5) Given the product [S:1]1[CH:5]=[CH:4][CH:3]=[C:2]1[C:6]1[N:7]=[CH:8][N:9]([CH2:13][CH2:12][CH:11]=[O:14])[CH:10]=1, predict the reactants needed to synthesize it. The reactants are: [S:1]1[CH:5]=[CH:4][CH:3]=[C:2]1[C:6]1[N:7]=[CH:8][NH:9][CH:10]=1.[CH:11](=[O:14])[CH:12]=[CH2:13]. (6) Given the product [CH:25]1([CH:7]2[C:8]3[C:13](=[CH:12][CH:11]=[CH:10][CH:9]=3)[C:14]3[CH:1]=[CH:2][CH:3]=[CH:4][C:5]=3[N:6]2[C:19]([C:18]2[CH:22]=[CH:23][CH:24]=[C:16]([F:15])[CH:17]=2)=[O:20])[CH2:27][CH2:26]1, predict the reactants needed to synthesize it. The reactants are: [CH:1]1[C:14]2[C:5](=[N:6][CH:7]=[C:8]3[C:13]=2[CH:12]=[CH:11][CH:10]=[CH:9]3)[CH:4]=[CH:3][CH:2]=1.[F:15][C:16]1[CH:17]=[C:18]([CH:22]=[CH:23][CH:24]=1)[C:19](Cl)=[O:20].[CH:25]1([Mg]Br)[CH2:27][CH2:26]1.